Dataset: Full USPTO retrosynthesis dataset with 1.9M reactions from patents (1976-2016). Task: Predict the reactants needed to synthesize the given product. (1) Given the product [NH:26]1[C:34]2[C:29](=[CH:30][C:31]([C:35]3[S:36][CH2:37][C@@H:38]([C:40]([OH:42])=[O:41])[N:39]=3)=[CH:32][CH:33]=2)[CH:28]=[CH:27]1.[C:1]1([S:45]([N:26]2[C:34]3[C:29](=[CH:30][C:31]([C:35]4[S:36][CH2:37][C@@H:38]([C:40]([OH:42])=[O:41])[N:39]=4)=[CH:32][CH:33]=3)[CH:28]=[CH:27]2)(=[O:47])=[O:46])[CH:6]=[CH:5][CH:4]=[CH:3][CH:2]=1, predict the reactants needed to synthesize it. The reactants are: [C:1]1(C2SCC(C(O)=O)N=2)[CH:6]=[CH:5][CH:4]=[CH:3][CH:2]=1.N1C2C(=CC(C#N)=CC=2)C=C1.[NH:26]1[C:34]2[C:29](=[CH:30][C:31]([C:35]3[S:36][CH2:37][C@@H:38]([C:40]([OH:42])=[O:41])[N:39]=3)=[CH:32][CH:33]=2)[CH:28]=[CH:27]1.[OH-].[Na+].[S:45](Cl)(Cl)(=[O:47])=[O:46].Cl. (2) Given the product [F:2][C:3]1[CH:20]=[CH:19][CH:18]=[CH:17][C:4]=1[O:5][C:6]1[N:10]=[C:9]([C@H:11]2[CH2:16][CH2:15][CH2:14][N:13]([C:26]([C:25]3[CH:24]=[N:23][C:22]([F:21])=[CH:30][CH:29]=3)=[O:27])[CH2:12]2)[O:8][N:7]=1, predict the reactants needed to synthesize it. The reactants are: Cl.[F:2][C:3]1[CH:20]=[CH:19][CH:18]=[CH:17][C:4]=1[O:5][C:6]1[N:10]=[C:9]([C@H:11]2[CH2:16][CH2:15][CH2:14][NH:13][CH2:12]2)[O:8][N:7]=1.[F:21][C:22]1[CH:30]=[CH:29][C:25]([C:26](O)=[O:27])=[CH:24][N:23]=1. (3) Given the product [ClH:1].[Cl:1][C:2]1[C:3]([CH3:12])=[C:4]([NH2:9])[C:5]([NH2:8])=[N:6][CH:7]=1, predict the reactants needed to synthesize it. The reactants are: [Cl:1][C:2]1[C:3]([CH3:12])=[C:4]([N+:9]([O-])=O)[C:5]([NH2:8])=[N:6][CH:7]=1.[H][H].